From a dataset of Forward reaction prediction with 1.9M reactions from USPTO patents (1976-2016). Predict the product of the given reaction. (1) The product is: [F:1][C:2]1[CH:7]=[C:6]([OH:8])[CH:5]=[C:4]([F:10])[C:3]=1[CH:11]([C:17]([O:19][CH2:20][CH3:21])=[O:18])[C:12]([O:14][CH2:15][CH3:16])=[O:13]. Given the reactants [F:1][C:2]1[CH:7]=[C:6]([O:8]C)[CH:5]=[C:4]([F:10])[C:3]=1[CH:11]([C:17]([O:19][CH2:20][CH3:21])=[O:18])[C:12]([O:14][CH2:15][CH3:16])=[O:13].B(Br)(Br)Br.C(=O)(O)[O-].[Na+], predict the reaction product. (2) The product is: [CH:1]1([CH2:7][CH2:8][CH2:9][CH2:10][C:11]2[NH:21][C:14]3[CH:19]=[CH:18][CH:17]=[CH:16][C:15]=3[N:20]=2)[CH2:6][CH2:5][CH2:4][CH2:3][CH2:2]1. Given the reactants [CH:1]1([CH2:7][CH2:8][CH2:9][CH2:10][C:11](O)=O)[CH2:6][CH2:5][CH2:4][CH2:3][CH2:2]1.[C:14]1([NH2:21])[CH:19]=[CH:18][CH:17]=[CH:16][C:15]=1[NH2:20].N, predict the reaction product. (3) Given the reactants O1CCC[CH2:2]1.CO[C:8]([C:10]1[CH:23]=[CH:22][C:13]2[N:14]([CH:18]3[CH2:21][CH2:20][CH2:19]3)[C:15](=[O:17])[NH:16][C:12]=2[CH:11]=1)=[O:9].[BH4-].[Li+], predict the reaction product. The product is: [CH:18]1([N:14]2[C:13]3[CH:22]=[CH:23][C:10]([CH2:8][OH:9])=[CH:11][C:12]=3[N:16]([CH3:2])[C:15]2=[O:17])[CH2:19][CH2:20][CH2:21]1. (4) Given the reactants [C:1]1([N:11]2[C:23](=O)[C:15]3[NH:16][C:17]4[CH:18]=[CH:19][CH:20]=[CH:21][C:22]=4[C:14]=3[NH:13][C:12]2=[S:25])[C:10]2[C:5](=[CH:6][CH:7]=[CH:8][CH:9]=2)[CH:4]=[CH:3][CH:2]=1.[OH-:26].[K+].Cl[CH2:29][C:30]([OH:32])=[O:31], predict the reaction product. The product is: [CH:10]1[C:9]2[C:4](=[CH:5][CH:6]=[CH:7][CH:8]=2)[CH:3]=[CH:2][C:1]=1[N:11]1[C:23](=[O:26])[C:15]2[NH:16][C:17]3[CH:18]=[CH:19][CH:20]=[CH:21][C:22]=3[C:14]=2[N:13]=[C:12]1[S:25][CH2:29][C:30]([OH:32])=[O:31]. (5) Given the reactants [CH3:1][N:2]([CH2:19][C:20]#[CH:21])[C:3](=[O:18])[O:4][CH2:5][C@H:6]([NH:13][C:14](=[O:17])[CH2:15]Cl)[C:7]1[CH:12]=[CH:11][CH:10]=[CH:9][CH:8]=1.[N-:22]=[N+:23]=[N-:24].[Na+].[Cl-].[N-]=[N+]=[N-], predict the reaction product. The product is: [CH3:1][N:2]([CH2:19][C:20]#[CH:21])[C:3](=[O:18])[O:4][CH2:5][C@H:6]([NH:13][C:14](=[O:17])[CH2:15][N:22]=[N+:23]=[N-:24])[C:7]1[CH:12]=[CH:11][CH:10]=[CH:9][CH:8]=1. (6) Given the reactants [C:1]([O:5]C(=O)NC1(C2C=CC(C3C(=O)C4C=CC5NC(=O)NC=5C=4OC=3C3C=CC=CC=3)=CC=2)CCC1)(C)(C)C.[NH2:40][C:41]1[C:50]([OH:51])=[C:49]2[C:44]([C:45](=[O:59])[C:46]([I:58])=[C:47]([C:52]3[CH:57]=[CH:56][CH:55]=[CH:54][CH:53]=3)[O:48]2)=[CH:43][CH:42]=1, predict the reaction product. The product is: [I:58][C:46]1[C:45](=[O:59])[C:44]2[CH:43]=[CH:42][C:41]3[NH:40][C:1](=[O:5])[O:51][C:50]=3[C:49]=2[O:48][C:47]=1[C:52]1[CH:57]=[CH:56][CH:55]=[CH:54][CH:53]=1. (7) Given the reactants [C:1]([O:5][C:6](=[O:17])[C:7]1[C:12]([C:13]([CH3:15])=[CH2:14])=[CH:11][N:10]=[CH:9][C:8]=1[F:16])([CH3:4])([CH3:3])[CH3:2].C([O-])=O.[NH4+], predict the reaction product. The product is: [C:1]([O:5][C:6](=[O:17])[C:7]1[C:12]([CH:13]([CH3:14])[CH3:15])=[CH:11][N:10]=[CH:9][C:8]=1[F:16])([CH3:3])([CH3:2])[CH3:4]. (8) Given the reactants C([NH:3][C:4]([C:7]1[CH:17]=[CH:16][C:10]([C:11]([O:13]CC)=[O:12])=[CH:9][CH:8]=1)([CH3:6])[CH3:5])=O.O.[ClH:19], predict the reaction product. The product is: [ClH:19].[NH2:3][C:4]([C:7]1[CH:17]=[CH:16][C:10]([C:11]([OH:13])=[O:12])=[CH:9][CH:8]=1)([CH3:6])[CH3:5]. (9) Given the reactants [C:1]([C:4]1[CH:9]=[CH:8][C:7]([S:10]([NH:13][C:14]2[CH:19]=[CH:18][CH:17]=[CH:16][N:15]=2)(=[O:12])=[O:11])=[CH:6][CH:5]=1)(=[O:3])[CH3:2].[CH3:20][O:21][C:22]1[CH:29]=[C:28]([O:30][CH3:31])[C:27]([N:32]2[CH2:36][CH2:35][CH2:34][CH2:33]2)=[CH:26][C:23]=1[CH:24]=O.C[O-].[Li+], predict the reaction product. The product is: [CH3:20][O:21][C:22]1[CH:29]=[C:28]([O:30][CH3:31])[C:27]([N:32]2[CH2:36][CH2:35][CH2:34][CH2:33]2)=[CH:26][C:23]=1/[CH:24]=[CH:2]/[C:1]([C:4]1[CH:5]=[CH:6][C:7]([S:10]([NH:13][C:14]2[CH:19]=[CH:18][CH:17]=[CH:16][N:15]=2)(=[O:12])=[O:11])=[CH:8][CH:9]=1)=[O:3].